From a dataset of Reaction yield outcomes from USPTO patents with 853,638 reactions. Predict the reaction yield, written as a fraction of the theoretical maximum amount of product (1.0 means a 100% yield; for example, 0.34 means a 34% yield). (1) The reactants are Br[C:2]1[CH:3]=[C:4]([CH:21]=[C:22]([F:24])[CH:23]=1)[CH2:5][CH2:6][C:7]1[CH:12]=[C:11]([CH3:13])[CH:10]=[C:9]([N:14]2[C:18]([CH3:19])=[CH:17][CH:16]=[C:15]2[CH3:20])[N:8]=1.[CH3:25][NH:26][CH2:27][CH2:28][NH:29][CH3:30]. No catalyst specified. The product is [CH3:20][C:15]1[N:14]([C:9]2[N:8]=[C:7]([CH2:6][CH2:5][C:4]3[CH:3]=[C:2]([N:26]([CH3:25])[CH2:27][CH2:28][NH:29][CH3:30])[CH:23]=[C:22]([F:24])[CH:21]=3)[CH:12]=[C:11]([CH3:13])[CH:10]=2)[C:18]([CH3:19])=[CH:17][CH:16]=1. The yield is 0.800. (2) The reactants are Cl[C:2]1[CH:7]=[CH:6][N:5]=[C:4]([N:8]2[C:20](=[O:21])[C:19]3[N:11]([C:12]4[C@H:13]5[CH2:22][C@@H:16]([C:17]=4[CH:18]=3)[CH2:15][CH2:14]5)[CH2:10][CH2:9]2)[C:3]=1[CH:23]=[O:24].[CH3:25][N:26]1[CH:31]=[C:30](B2OC(C)(C)C(C)(C)O2)[CH:29]=[C:28]([NH:41][C:42]2[CH:51]=[C:45]3[CH2:46][N:47]([CH3:50])[CH2:48][CH2:49][N:44]3[N:43]=2)[C:27]1=[O:52].C([O-])(=O)C.[Na+].[O-]P([O-])([O-])=O.[K+].[K+].[K+]. The catalyst is [Pd].O.C(#N)C. The product is [CH3:25][N:26]1[C:27](=[O:52])[C:28]([NH:41][C:42]2[CH:51]=[C:45]3[CH2:46][N:47]([CH3:50])[CH2:48][CH2:49][N:44]3[N:43]=2)=[CH:29][C:30]([C:2]2[CH:7]=[CH:6][N:5]=[C:4]([N:8]3[C:20](=[O:21])[C:19]4[N:11]([C:12]5[C@H:13]6[CH2:22][C@@H:16]([C:17]=5[CH:18]=4)[CH2:15][CH2:14]6)[CH2:10][CH2:9]3)[C:3]=2[CH:23]=[O:24])=[CH:31]1. The yield is 0.520. (3) The reactants are Cl[C:2]1[N:7]=[CH:6][N:5]=[C:4]([NH:8][C:9]2[CH:14]=[CH:13][C:12]([O:15][CH3:16])=[CH:11][CH:10]=2)[CH:3]=1.[CH:17]([NH2:20])([CH3:19])[CH3:18].CCN(C(C)C)C(C)C.CCOC(C)=O. The catalyst is Cl.CCCCO. The product is [CH:17]([NH:20][C:2]1[CH:3]=[C:4]([NH:8][C:9]2[CH:14]=[CH:13][C:12]([O:15][CH3:16])=[CH:11][CH:10]=2)[N:5]=[CH:6][N:7]=1)([CH3:19])[CH3:18]. The yield is 0.730.